Dataset: Reaction yield outcomes from USPTO patents with 853,638 reactions. Task: Predict the reaction yield, written as a fraction of the theoretical maximum amount of product (1.0 means a 100% yield; for example, 0.34 means a 34% yield). (1) The reactants are [I:1][C:2]1[CH:3]=[C:4]2[C:8](=[CH:9][CH:10]=1)[NH:7][C:6](=[O:11])[C:5]2=O.[NH:13]([C:15](=[O:31])[CH2:16][S:17][C:18]1[CH:23]=[CH:22][C:21]([S:24]([NH2:27])(=[O:26])=[O:25])=[CH:20][C:19]=1[N+:28]([O-:30])=[O:29])[NH2:14]. The catalyst is C(O)(=O)C. The product is [I:1][C:2]1[CH:3]=[C:4]2[C:8](=[CH:9][CH:10]=1)[NH:7][C:6](=[O:11])[C:5]2=[N:14][NH:13][C:15](=[O:31])[CH2:16][S:17][C:18]1[CH:23]=[CH:22][C:21]([S:24]([NH2:27])(=[O:25])=[O:26])=[CH:20][C:19]=1[N+:28]([O-:30])=[O:29]. The yield is 0.610. (2) The reactants are C([O:3][C:4]([C:6]1[S:10][C:9]([C:11]2[CH:12]=[N:13][CH:14]=[CH:15][CH:16]=2)=[N:8][C:7]=1[C:17]([F:20])([F:19])[F:18])=[O:5])C.[OH-].[Na+].Cl.O. The yield is 0.580. The catalyst is CO. The product is [N:13]1[CH:14]=[CH:15][CH:16]=[C:11]([C:9]2[S:10][C:6]([C:4]([OH:5])=[O:3])=[C:7]([C:17]([F:19])([F:20])[F:18])[N:8]=2)[CH:12]=1. (3) The reactants are [F:1][C:2]1[CH:7]=[CH:6][C:5]([N:8]2[C:16]3[C:11](=[CH:12][C:13](/[C:17](/[C:23]4[CH:28]=[CH:27][CH:26]=[CH:25][CH:24]=4)=[CH:18]/[C:19]([O:21][CH3:22])=[O:20])=[CH:14][CH:15]=3)[CH:10]=[N:9]2)=[CH:4][CH:3]=1. The catalyst is CCO. The product is [F:1][C:2]1[CH:3]=[CH:4][C:5]([N:8]2[C:16]3[C:11](=[CH:12][C:13]([CH:17]([C:23]4[CH:24]=[CH:25][CH:26]=[CH:27][CH:28]=4)[CH2:18][C:19]([O:21][CH3:22])=[O:20])=[CH:14][CH:15]=3)[CH:10]=[N:9]2)=[CH:6][CH:7]=1. The yield is 0.640. (4) The reactants are [C:1]([NH2:5])([CH3:4])([CH3:3])[CH3:2].[Cl:6][C:7]1[C:12]([CH2:13][CH:14]=O)=[C:11](Cl)[N:10]=[CH:9][N:8]=1. The catalyst is C(O)C. The product is [C:1]([N:5]1[C:11]2[N:10]=[CH:9][N:8]=[C:7]([Cl:6])[C:12]=2[CH:13]=[CH:14]1)([CH3:4])([CH3:3])[CH3:2]. The yield is 0.770. (5) The reactants are [NH2:1][C:2]1[C:3]([C:20]#[C:21][Si:22]([CH3:25])([CH3:24])[CH3:23])=[C:4]([Cl:19])[CH:5]=[C:6]([C:15]([O:17][CH3:18])=[O:16])[C:7]=1[C:8]1[CH:13]=[CH:12][CH:11]=[C:10]([F:14])[CH:9]=1.Cl.[N:27]([O-])=O.[Na+].[CH2:31]([NH:33][CH2:34][CH3:35])[CH3:32].C(=O)([O-])[O-].[K+].[K+]. The catalyst is O1CCCC1.C(#N)C.O.C(=O)(O)[O-].[Na+]. The product is [Cl:19][C:4]1[CH:5]=[C:6]([C:15]([O:17][CH3:18])=[O:16])[C:7]([C:8]2[CH:13]=[CH:12][CH:11]=[C:10]([F:14])[CH:9]=2)=[C:2](/[N:1]=[N:27]/[N:33]([CH2:34][CH3:35])[CH2:31][CH3:32])[C:3]=1[C:20]#[C:21][Si:22]([CH3:23])([CH3:25])[CH3:24]. The yield is 0.860.